This data is from Forward reaction prediction with 1.9M reactions from USPTO patents (1976-2016). The task is: Predict the product of the given reaction. (1) Given the reactants [CH:1]1([N:4]2[C:8]3[C:9]([O:22][C@@H:23]([C@H:25]4[CH2:29][NH:28][C:27](=[O:30])[CH2:26]4)[CH3:24])=[CH:10][C:11](B4OC(C)(C)C(C)(C)O4)=[CH:12][C:7]=3[N:6]=[CH:5]2)[CH2:3][CH2:2]1.Br[C:32]1[N:33]=[C:34]([CH3:37])[S:35][CH:36]=1.C([O-])([O-])=O.[Na+].[Na+].N#N, predict the reaction product. The product is: [CH:1]1([N:4]2[C:8]3[C:9]([O:22][C@@H:23]([C@H:25]4[CH2:29][NH:28][C:27](=[O:30])[CH2:26]4)[CH3:24])=[CH:10][C:11]([C:32]4[N:33]=[C:34]([CH3:37])[S:35][CH:36]=4)=[CH:12][C:7]=3[N:6]=[CH:5]2)[CH2:3][CH2:2]1. (2) Given the reactants [CH3:1][C:2]1[CH:7]=[C:6]([O:8][CH:9]2[CH2:14][CH2:13][O:12][CH2:11][CH2:10]2)[CH:5]=[CH:4][C:3]=1[C:15]1[C:16]2[CH:23]=[C:22]([CH2:24][O:25][C:26]3[N:31]=[CH:30][C:29]([CH:32]([C:39]#[C:40][CH3:41])[CH2:33][C:34]([O:36]CC)=[O:35])=[CH:28][CH:27]=3)[CH:21]=[CH:20][C:17]=2[S:18][CH:19]=1.[Li+].[OH-].Cl, predict the reaction product. The product is: [CH3:1][C:2]1[CH:7]=[C:6]([O:8][CH:9]2[CH2:10][CH2:11][O:12][CH2:13][CH2:14]2)[CH:5]=[CH:4][C:3]=1[C:15]1[C:16]2[CH:23]=[C:22]([CH2:24][O:25][C:26]3[N:31]=[CH:30][C:29]([CH:32]([C:39]#[C:40][CH3:41])[CH2:33][C:34]([OH:36])=[O:35])=[CH:28][CH:27]=3)[CH:21]=[CH:20][C:17]=2[S:18][CH:19]=1.